This data is from Forward reaction prediction with 1.9M reactions from USPTO patents (1976-2016). The task is: Predict the product of the given reaction. (1) Given the reactants [N+:1]([C:4]1[CH:5]=[C:6]([C:10]2[O:14][C:13]([C:15]([OH:17])=O)=[CH:12][CH:11]=2)[CH:7]=[CH:8][CH:9]=1)([O-:3])=[O:2].F[B-](F)(F)F.N1(OC(N(C)C)=[N+](C)C)C2C=CC=CC=2N=N1.C(N(C(C)C)C(C)C)C.[C:49]([O:53][C:54]([N:56]1[CH2:61][CH2:60][CH:59]([NH:62][CH:63]2[CH2:65][CH2:64]2)[CH2:58][CH2:57]1)=[O:55])([CH3:52])([CH3:51])[CH3:50], predict the reaction product. The product is: [C:49]([O:53][C:54]([N:56]1[CH2:61][CH2:60][CH:59]([N:62]([CH:63]2[CH2:64][CH2:65]2)[C:15]([C:13]2[O:14][C:10]([C:6]3[CH:7]=[CH:8][CH:9]=[C:4]([N+:1]([O-:3])=[O:2])[CH:5]=3)=[CH:11][CH:12]=2)=[O:17])[CH2:58][CH2:57]1)=[O:55])([CH3:52])([CH3:50])[CH3:51]. (2) The product is: [F:31][C:28]1[CH:29]=[CH:30][C:25]([N:8]2[CH2:9][CH2:10][C:11]3[C:16](=[CH:15][CH:14]=[C:13]([O:17][CH2:18][C:19]4[CH:20]=[CH:21][CH:22]=[CH:23][CH:24]=4)[CH:12]=3)[CH:7]2[CH2:6][C:5]2[CH:32]=[CH:33][C:2](/[CH:36]=[CH:35]/[C:34]([O:38][CH2:39][CH3:40])=[O:37])=[CH:3][CH:4]=2)=[CH:26][CH:27]=1. Given the reactants Br[C:2]1[CH:33]=[CH:32][C:5]([CH2:6][CH:7]2[C:16]3[C:11](=[CH:12][C:13]([O:17][CH2:18][C:19]4[CH:24]=[CH:23][CH:22]=[CH:21][CH:20]=4)=[CH:14][CH:15]=3)[CH2:10][CH2:9][N:8]2[C:25]2[CH:30]=[CH:29][C:28]([F:31])=[CH:27][CH:26]=2)=[CH:4][CH:3]=1.[C:34]([O:38][CH2:39][CH3:40])(=[O:37])[CH:35]=[CH2:36], predict the reaction product. (3) Given the reactants [C:1]([C:4]1[C:5]([OH:23])=[CH:6][C:7]([OH:22])=[C:8]([C:10]2[N:14]([C:15]3[CH:20]=[CH:19][CH:18]=[CH:17][C:16]=3[CH3:21])[N:13]=[CH:12][CH:11]=2)[CH:9]=1)([OH:3])=[O:2].[C:24]([Si:28]([CH3:31])([CH3:30])Cl)([CH3:27])([CH3:26])[CH3:25], predict the reaction product. The product is: [C:1]([C:4]1[C:5]([O:23][Si:28]([C:24]([CH3:27])([CH3:26])[CH3:25])([CH3:31])[CH3:30])=[CH:6][C:7]([O:22][Si:28]([C:24]([CH3:27])([CH3:26])[CH3:25])([CH3:31])[CH3:30])=[C:8]([C:10]2[N:14]([C:15]3[CH:20]=[CH:19][CH:18]=[CH:17][C:16]=3[CH3:21])[N:13]=[CH:12][CH:11]=2)[CH:9]=1)([OH:3])=[O:2]. (4) Given the reactants Cl.Cl.[CH3:3][N:4]1[CH2:10][CH2:9][C:8]2[CH:11]=[C:12]([NH2:15])[CH:13]=[CH:14][C:7]=2[CH2:6][CH2:5]1.[CH2:16]([C@H:19]1[C:23](=[O:24])[O:22][CH2:21][C@@H:20]1[NH:25][C:26](=[O:35])[O:27][CH2:28][C:29]1[CH:34]=[CH:33][CH:32]=[CH:31][CH:30]=1)[CH:17]=[CH2:18].C[Al](C)C, predict the reaction product. The product is: [OH:22][CH2:21][C@H:20]([NH:25][C:26](=[O:35])[O:27][CH2:28][C:29]1[CH:34]=[CH:33][CH:32]=[CH:31][CH:30]=1)[C@H:19]([C:23](=[O:24])[NH:15][C:12]1[CH:13]=[CH:14][C:7]2[CH2:6][CH2:5][N:4]([CH3:3])[CH2:10][CH2:9][C:8]=2[CH:11]=1)[CH2:16][CH:17]=[CH2:18]. (5) Given the reactants [C:1]([C:5]1[CH:9]=[C:8]([OH:10])[NH:7][N:6]=1)([CH3:4])([CH3:3])[CH3:2].Br[CH2:12][C:13]1[CH:22]=[CH:21][C:16]([C:17]([O:19][CH3:20])=[O:18])=[CH:15][CH:14]=1.[C:23](=[O:26])([O-])[O-].[K+].[K+].CN(C)[CH:31]=[O:32], predict the reaction product. The product is: [C:1]([C:5]1[CH:9]=[C:8]([O:10][CH2:12][C:13]2[CH:22]=[CH:21][C:16]([C:17]([O:19][CH3:20])=[O:18])=[CH:15][CH:14]=2)[N:7]([CH2:12][C:13]2[CH:22]=[CH:21][C:16]([C:23]([O:32][CH3:31])=[O:26])=[CH:15][CH:14]=2)[N:6]=1)([CH3:4])([CH3:3])[CH3:2]. (6) Given the reactants [OH:1][C:2]1[C:3]2[N:4]([C:9]([C:13]([O:15][CH2:16][CH3:17])=[O:14])=[C:10]([CH3:12])[N:11]=2)[CH:5]=[C:6]([CH3:8])[CH:7]=1.Br[CH2:19][C:20]1[C:25]([O:26][CH3:27])=[CH:24][CH:23]=[CH:22][C:21]=1[F:28].C(=O)([O-])[O-].[Cs+].[Cs+].O, predict the reaction product. The product is: [F:28][C:21]1[CH:22]=[CH:23][CH:24]=[C:25]([O:26][CH3:27])[C:20]=1[CH2:19][O:1][C:2]1[C:3]2[N:4]([C:9]([C:13]([O:15][CH2:16][CH3:17])=[O:14])=[C:10]([CH3:12])[N:11]=2)[CH:5]=[C:6]([CH3:8])[CH:7]=1. (7) Given the reactants [Cl:1][C:2]1[CH:3]=[C:4]([NH2:10])[C:5]([NH2:9])=[N:6][C:7]=1[Cl:8].[C:11](OCC)(=[O:17])[C:12](OCC)=[O:13], predict the reaction product. The product is: [Cl:8][C:7]1[C:2]([Cl:1])=[CH:3][C:4]2[NH:10][C:12](=[O:13])[C:11](=[O:17])[NH:9][C:5]=2[N:6]=1. (8) Given the reactants [OH:1][C:2]1[CH:11]=[CH:10][C:5]([C:6]([O:8][CH3:9])=[O:7])=[CH:4][CH:3]=1.C(=O)([O-])[O-].[K+].[K+].[F:18][C:19]([F:43])([F:42])[C:20]([F:41])([F:40])[C:21]([F:39])([F:38])[O:22][C:23]([F:37])([C:28]([F:36])([F:35])[O:29][C:30]([F:34])=[C:31]([F:33])[F:32])[C:24]([F:27])([F:26])[F:25], predict the reaction product. The product is: [F:33][C:31]([F:32])([O:1][C:2]1[CH:3]=[CH:4][C:5]([C:6]([O:8][CH3:9])=[O:7])=[CH:10][CH:11]=1)[CH:30]([F:34])[O:29][C:28]([F:35])([F:36])[C:23]([F:37])([O:22][C:21]([F:38])([F:39])[C:20]([F:40])([F:41])[C:19]([F:18])([F:42])[F:43])[C:24]([F:27])([F:26])[F:25]. (9) Given the reactants Br[C:2]1[CH:10]=[C:9]2[C:5]([C:6]3[CH2:15][CH2:14][N:13]([C:16]([O:18][C:19]([CH3:22])([CH3:21])[CH3:20])=[O:17])[CH2:12][C:7]=3[N:8]2[CH3:11])=[CH:4][CH:3]=1.[F:23][C:24]([F:39])([F:38])[C:25]1[CH:26]=[CH:27][C:28]([C:31]2[CH:36]=[CH:35][NH:34][C:33](=[O:37])[CH:32]=2)=[N:29][CH:30]=1, predict the reaction product. The product is: [CH3:11][N:8]1[C:9]2[C:5](=[CH:4][CH:3]=[C:2]([N:34]3[CH:35]=[CH:36][C:31]([C:28]4[CH:27]=[CH:26][C:25]([C:24]([F:23])([F:38])[F:39])=[CH:30][N:29]=4)=[CH:32][C:33]3=[O:37])[CH:10]=2)[C:6]2[CH2:15][CH2:14][N:13]([C:16]([O:18][C:19]([CH3:22])([CH3:21])[CH3:20])=[O:17])[CH2:12][C:7]1=2. (10) Given the reactants C(#N)C.C([O-])([O-])=O.[Na+].[Na+].[N:10]1[CH:15]=[CH:14][CH:13]=[C:12]([C:16]2[S:17][C:18](B3OC(C)(C)C(C)(C)O3)=[CH:19][N:20]=2)[CH:11]=1.Cl[C:31]1[CH:40]=[CH:39][C:38]2[CH2:37][CH2:36][CH2:35][C:34](=[O:41])[C:33]=2[N:32]=1, predict the reaction product. The product is: [N:10]1[CH:15]=[CH:14][CH:13]=[C:12]([C:16]2[S:17][C:18]([C:31]3[CH:40]=[CH:39][C:38]4[CH2:37][CH2:36][CH2:35][C:34](=[O:41])[C:33]=4[N:32]=3)=[CH:19][N:20]=2)[CH:11]=1.